This data is from Forward reaction prediction with 1.9M reactions from USPTO patents (1976-2016). The task is: Predict the product of the given reaction. (1) Given the reactants Br[C:2]1[N:3]=[CH:4][C:5]([N:8]([CH3:31])[C@@H:9]2[CH2:13][CH2:12][N:11]([C:14]3[C:15]4[CH:22]=[CH:21][N:20]([CH2:23][O:24][CH2:25][CH2:26][Si:27]([CH3:30])([CH3:29])[CH3:28])[C:16]=4[N:17]=[CH:18][N:19]=3)[CH2:10]2)=[N:6][CH:7]=1.[NH:32]1[CH2:37][CH2:36][O:35][CH2:34][CH2:33]1.O, predict the reaction product. The product is: [CH3:31][N:8]([C@@H:9]1[CH2:13][CH2:12][N:11]([C:14]2[C:15]3[CH:22]=[CH:21][N:20]([CH2:23][O:24][CH2:25][CH2:26][Si:27]([CH3:30])([CH3:29])[CH3:28])[C:16]=3[N:17]=[CH:18][N:19]=2)[CH2:10]1)[C:5]1[CH:4]=[N:3][C:2]([N:32]2[CH2:37][CH2:36][O:35][CH2:34][CH2:33]2)=[CH:7][N:6]=1. (2) Given the reactants [CH3:1][C:2]1[CH:15]=[C:14]([N+:16]([O-:18])=[O:17])[CH:13]=[CH:12][C:3]=1[O:4][C:5]1[CH:10]=[CH:9][N:8]=[C:7]([NH2:11])[CH:6]=1.C(N(CC)CC)C.Cl[C:27](OC1C=CC=CC=1)=[O:28].[NH:36]1[CH2:41][CH2:40][O:39][CH2:38][CH2:37]1, predict the reaction product. The product is: [CH3:1][C:2]1[CH:15]=[C:14]([N+:16]([O-:18])=[O:17])[CH:13]=[CH:12][C:3]=1[O:4][C:5]1[CH:10]=[CH:9][N:8]=[C:7]([NH:11][C:27]([N:36]2[CH2:41][CH2:40][O:39][CH2:38][CH2:37]2)=[O:28])[CH:6]=1.